Dataset: Forward reaction prediction with 1.9M reactions from USPTO patents (1976-2016). Task: Predict the product of the given reaction. (1) Given the reactants C[O:2][C:3]([C@@:5]12[CH2:14][N:13]([S:15]([C:18]3[CH:19]=[N:20][C:21]([N:24]4[CH2:29][CH2:28][O:27][CH2:26][CH2:25]4)=[CH:22][CH:23]=3)(=[O:17])=[O:16])[CH2:12][CH2:11][C:10]1=[CH:9][C:8]1[N:30]([C:33]3[CH:38]=[CH:37][C:36]([F:39])=[CH:35][CH:34]=3)[N:31]=[CH:32][C:7]=1[CH2:6]2)=[O:4].O.[OH-].[Li+], predict the reaction product. The product is: [F:39][C:36]1[CH:37]=[CH:38][C:33]([N:30]2[C:8]3[CH:9]=[C:10]4[C@:5]([C:3]([OH:4])=[O:2])([CH2:6][C:7]=3[CH:32]=[N:31]2)[CH2:14][N:13]([S:15]([C:18]2[CH:19]=[N:20][C:21]([N:24]3[CH2:29][CH2:28][O:27][CH2:26][CH2:25]3)=[CH:22][CH:23]=2)(=[O:16])=[O:17])[CH2:12][CH2:11]4)=[CH:34][CH:35]=1. (2) Given the reactants [CH2:1]([C:4]1[C:12]2[O:11][N:10]=[C:9]([C:13]([F:16])([F:15])[F:14])[C:8]=2[CH:7]=[CH:6][C:5]=1[O:17][CH2:18][CH2:19][CH2:20][NH:21][CH2:22][CH3:23])[CH2:2][CH3:3].[CH2:24]([N:27]=[C:28]=[O:29])[CH2:25][CH3:26], predict the reaction product. The product is: [CH2:24]([NH:27][C:28](=[O:29])[N:21]([CH2:22][CH3:23])[CH2:20][CH2:19][CH2:18][O:17][C:5]1[CH:6]=[CH:7][C:8]2[C:9]([C:13]([F:15])([F:14])[F:16])=[N:10][O:11][C:12]=2[C:4]=1[CH2:1][CH2:2][CH3:3])[CH2:25][CH3:26]. (3) The product is: [I:1][C:10]1[CH:11]=[C:5]([C:4]([F:12])([F:13])[F:3])[CH:6]=[CH:7][C:8]=1[NH2:9]. Given the reactants [I:1]I.[F:3][C:4]([F:13])([F:12])[C:5]1[CH:11]=[CH:10][C:8]([NH2:9])=[CH:7][CH:6]=1, predict the reaction product. (4) Given the reactants [N:1]1([C:7]2[CH:12]=[C:11]([C:13]([F:16])([F:15])[F:14])[CH:10]=[CH:9][C:8]=2[CH2:17][N:18]2[CH2:23][CH2:22][N:21](C(OC(C)(C)C)=O)[CH2:20][CH2:19]2)[CH2:6][CH2:5][O:4][CH2:3][CH2:2]1.FC(F)(F)C(O)=O, predict the reaction product. The product is: [N:18]1([CH2:17][C:8]2[CH:9]=[CH:10][C:11]([C:13]([F:14])([F:15])[F:16])=[CH:12][C:7]=2[N:1]2[CH2:2][CH2:3][O:4][CH2:5][CH2:6]2)[CH2:19][CH2:20][NH:21][CH2:22][CH2:23]1. (5) Given the reactants C([O:8][C:9]1[CH:10]=[C:11]([CH2:15][CH2:16][CH2:17][CH2:18][N:19]2[CH2:23][CH2:22][CH:21]([S:24]([C:27]3[CH:32]=[CH:31][C:30]([OH:33])=[CH:29][CH:28]=3)(=[O:26])=[O:25])[CH2:20]2)[CH:12]=[CH:13][CH:14]=1)C1C=CC=CC=1.[H][H], predict the reaction product. The product is: [OH:8][C:9]1[CH:10]=[C:11]([CH2:15][CH2:16][CH2:17][CH2:18][N:19]2[CH2:23][CH2:22][CH:21]([S:24]([C:27]3[CH:28]=[CH:29][C:30]([OH:33])=[CH:31][CH:32]=3)(=[O:26])=[O:25])[CH2:20]2)[CH:12]=[CH:13][CH:14]=1. (6) Given the reactants [OH:1][C:2]([CH2:4][CH2:5][CH2:6][CH2:7][CH2:8][CH2:9][CH2:10][CH2:11][CH3:12])=[O:3].[OH:13][CH2:14][C@@H:15]([C@H:17]([C@@H:19]([C@@H:21]([CH2:23][OH:24])[OH:22])[OH:20])[OH:18])[OH:16].C(O)(C)(C)C.[OH:30][C:31]([CH2:33][CH2:34][CH2:35][CH2:36][CH2:37][CH2:38][CH2:39][CH2:40][CH3:41])=[O:32].OC[C@@H]([C@H]([C@@H]([C@@H](CO)O)O)O)O, predict the reaction product. The product is: [OH:3][C:2]([CH2:4][CH2:5][CH2:6][CH2:7][CH2:8][CH2:9][CH2:10][CH2:11][CH3:12])=[O:1].[OH:32][C:31]([CH2:33][CH2:34][CH2:35][CH2:36][CH2:37][CH2:38][CH2:39][CH2:40][CH3:41])=[O:30].[OH:24][CH2:23][C@@H:21]([C@H:19]([C@@H:17]([C@@H:15]([CH2:14][OH:13])[OH:16])[OH:18])[OH:20])[OH:22].